The task is: Predict which catalyst facilitates the given reaction.. This data is from Catalyst prediction with 721,799 reactions and 888 catalyst types from USPTO. (1) Reactant: [NH2:1][C:2]1[S:3][C:4]([Br:7])=[CH:5][N:6]=1.[C:8](OC(=O)C)(=[O:10])[CH3:9]. Product: [C:8]([NH:1][C:2]1[S:3][C:4]([Br:7])=[CH:5][N:6]=1)(=[O:10])[CH3:9]. The catalyst class is: 202. (2) Reactant: [C:1]([C:4]1[CH:13]=[CH:12][C:7]([C:8]([O:10][CH3:11])=[O:9])=[CH:6][CH:5]=1)(=[O:3])[CH3:2].CO[CH:16](OC)[N:17]([CH3:19])[CH3:18]. Product: [CH3:16][N:17]([CH3:19])/[CH:18]=[CH:2]/[C:1]([C:4]1[CH:13]=[CH:12][C:7]([C:8]([O:10][CH3:11])=[O:9])=[CH:6][CH:5]=1)=[O:3]. The catalyst class is: 5. (3) Reactant: [C:1]([CH:4]([CH2:26][C:27]1[CH:32]=[CH:31][CH:30]=[CH:29][CH:28]=1)[CH2:5][CH2:6][N:7]1[C:11]2[CH:12]=[CH:13][CH:14]=[C:15]([CH3:16])[C:10]=2[N:9]=[C:8]1[CH2:17][O:18][C:19]1[CH:24]=[CH:23][C:22]([Cl:25])=[CH:21][CH:20]=1)(O)=[O:2].[NH:33]1[CH2:38][CH2:37][CH2:36][CH2:35][CH2:34]1.ON1C2C=CC=CC=2N=N1.C1(N=C=NC2CCCCC2)CCCCC1. Product: [N:33]1([C:1]([CH:4]([CH2:26][C:27]2[CH:28]=[CH:29][CH:30]=[CH:31][CH:32]=2)[CH2:5][CH2:6][N:7]2[C:11]3[CH:12]=[CH:13][CH:14]=[C:15]([CH3:16])[C:10]=3[N:9]=[C:8]2[CH2:17][O:18][C:19]2[CH:20]=[CH:21][C:22]([Cl:25])=[CH:23][CH:24]=2)=[O:2])[CH2:38][CH2:37][CH2:36][CH2:35][CH2:34]1. The catalyst class is: 9. (4) Reactant: [CH:1]([O:3][CH2:4][CH2:5][O:6][NH2:7])=[CH2:2].[Li+].C[Si]([N-][Si](C)(C)C)(C)C.[F:18][C:19]1[C:24]2[N:25]=[CH:26][S:27][C:23]=2[CH:22]=[C:21]([C:28](OC)=[O:29])[C:20]=1[NH:32][C:33]1[CH:38]=[CH:37][C:36]([I:39])=[CH:35][C:34]=1[F:40]. Product: [F:18][C:19]1[C:24]2[N:25]=[CH:26][S:27][C:23]=2[CH:22]=[C:21]([C:28]([NH:7][O:6][CH2:5][CH2:4][O:3][CH:1]=[CH2:2])=[O:29])[C:20]=1[NH:32][C:33]1[CH:38]=[CH:37][C:36]([I:39])=[CH:35][C:34]=1[F:40]. The catalyst class is: 1. (5) Reactant: [Br:1][CH2:2][C:3]1[C:12]2[C:7](=[CH:8][CH:9]=[CH:10][CH:11]=2)[C:6]([C:13]([OH:15])=O)=[CH:5][CH:4]=1.C(Cl)(=O)C(Cl)=O.[NH2:22][C:23]1[C:24]([C:29]([NH:31][CH2:32][CH:33]2[CH2:38][CH2:37][CH2:36][CH2:35][N:34]2[C:39]([O:41][C:42]([CH3:45])([CH3:44])[CH3:43])=[O:40])=[O:30])=[N:25][CH:26]=[CH:27][CH:28]=1.CCN(C(C)C)C(C)C. Product: [Br:1][CH2:2][C:3]1[C:12]2[C:7](=[CH:8][CH:9]=[CH:10][CH:11]=2)[C:6]([C:13]([NH:22][C:23]2[C:24]([C:29]([NH:31][CH2:32][CH:33]3[CH2:38][CH2:37][CH2:36][CH2:35][N:34]3[C:39]([O:41][C:42]([CH3:45])([CH3:44])[CH3:43])=[O:40])=[O:30])=[N:25][CH:26]=[CH:27][CH:28]=2)=[O:15])=[CH:5][CH:4]=1. The catalyst class is: 2. (6) Reactant: [CH:1]1([C:7]2[C:15]3[C:10](=[CH:11][C:12]([C:16]([O:18][CH3:19])=[O:17])=[CH:13][CH:14]=3)[NH:9][C:8]=2[C:20]2[CH:25]=[CH:24][CH:23]=[CH:22][C:21]=2[S:26][CH2:27][CH2:28][OH:29])[CH2:6][CH2:5][CH2:4][CH2:3][CH2:2]1.C(N(CC)CC)C.[CH3:37][S:38](Cl)(=[O:40])=[O:39].O. Product: [CH:1]1([C:7]2[C:15]3[C:10](=[CH:11][C:12]([C:16]([O:18][CH3:19])=[O:17])=[CH:13][CH:14]=3)[NH:9][C:8]=2[C:20]2[CH:25]=[CH:24][CH:23]=[CH:22][C:21]=2[S:26][CH2:27][CH2:28][O:29][S:38]([CH3:37])(=[O:40])=[O:39])[CH2:6][CH2:5][CH2:4][CH2:3][CH2:2]1. The catalyst class is: 22. (7) Reactant: [CH3:1][O:2][CH2:3][C:4]1[CH:12]=[CH:11][C:7]([C:8]([OH:10])=[O:9])=[CH:6][CH:5]=1.O.[C:14](OCC)(=O)C. Product: [CH3:1][O:2][CH2:3][C:4]1[CH:12]=[CH:11][C:7]([C:8]([O:10][CH3:14])=[O:9])=[CH:6][CH:5]=1. The catalyst class is: 240. (8) Reactant: [C:1]1([C:7]2[N:12]=[CH:11][C:10]([OH:13])=[CH:9][CH:8]=2)[CH2:6][CH2:5][CH2:4][CH2:3][CH:2]=1. Product: [CH:1]1([C:7]2[N:12]=[CH:11][C:10]([OH:13])=[CH:9][CH:8]=2)[CH2:2][CH2:3][CH2:4][CH2:5][CH2:6]1. The catalyst class is: 19.